This data is from Full USPTO retrosynthesis dataset with 1.9M reactions from patents (1976-2016). The task is: Predict the reactants needed to synthesize the given product. Given the product [CH3:12][C:11]1[CH:10]=[CH:9][N:8]=[CH:7][C:6]=1[C:4](=[O:5])[CH2:3][O:20][C:18](=[O:19])[C:17]1[CH:21]=[CH:22][C:14]([Cl:13])=[CH:15][CH:16]=1, predict the reactants needed to synthesize it. The reactants are: Cl.Cl[CH2:3][C:4]([C:6]1[CH:7]=[N:8][CH:9]=[CH:10][C:11]=1[CH3:12])=[O:5].[Cl:13][C:14]1[CH:22]=[CH:21][C:17]([C:18]([OH:20])=[O:19])=[CH:16][CH:15]=1.C(=O)([O-])[O-].[K+].[K+].